The task is: Predict the reactants needed to synthesize the given product.. This data is from Full USPTO retrosynthesis dataset with 1.9M reactions from patents (1976-2016). (1) Given the product [CH3:14][O:15][C:16]1[CH:25]=[C:24]2[C:19]([CH:20]=[C:21]([CH2:31][NH:32][C:7](=[O:8])[C:6]3[CH:10]=[CH:11][C:3]([C:2]([F:13])([F:12])[F:1])=[CH:4][CH:5]=3)[C:22]([C:26]3[CH:30]=[CH:29][S:28][CH:27]=3)=[N:23]2)=[CH:18][CH:17]=1, predict the reactants needed to synthesize it. The reactants are: [F:1][C:2]([F:13])([F:12])[C:3]1[CH:11]=[CH:10][C:6]([C:7](Cl)=[O:8])=[CH:5][CH:4]=1.[CH3:14][O:15][C:16]1[CH:25]=[C:24]2[C:19]([CH:20]=[C:21]([CH2:31][NH2:32])[C:22]([C:26]3[CH:30]=[CH:29][S:28][CH:27]=3)=[N:23]2)=[CH:18][CH:17]=1. (2) Given the product [C:19]1([C@@H:17]([O:16][C:14](=[O:15])[C@@H:13]([N:12]=[P:28]([O:29][C:30]2[C:39]3[C:34](=[CH:35][CH:36]=[CH:37][CH:38]=3)[CH:33]=[CH:32][C:31]=2[Cl:44])=[O:40])[CH:25]([CH3:27])[CH3:26])[CH3:18])[CH:24]=[CH:23][CH:22]=[CH:21][CH:20]=1, predict the reactants needed to synthesize it. The reactants are: S(C1C=CC(C)=CC=1)([O-])(=O)=O.[NH2:12][C@@H:13]([CH:25]([CH3:27])[CH3:26])[C:14]([O:16][C@H:17]([C:19]1[CH:24]=[CH:23][CH:22]=[CH:21][CH:20]=1)[CH3:18])=[O:15].[P:28](Cl)(Cl)(=[O:40])[O:29][C:30]1[C:39]2[C:34](=[CH:35][CH:36]=[CH:37][CH:38]=2)[CH:33]=[CH:32][CH:31]=1.C(Cl)[Cl:44]. (3) Given the product [N:9]([CH:2]([CH3:1])[CH2:3][C:4]1[S:5][CH:6]=[CH:7][CH:8]=1)=[C:15]=[O:17], predict the reactants needed to synthesize it. The reactants are: [CH3:1][CH:2]([NH2:9])[CH2:3][C:4]1[S:5][CH:6]=[CH:7][CH:8]=1.ClC(Cl)C.Cl[C:15](Cl)([O:17]C(=O)OC(Cl)(Cl)Cl)Cl. (4) Given the product [NH2:7][C:8]1[CH:9]=[CH:10][C:2]([Br:1])=[CH:3][C:4]=1[C:5](=[O:36])[CH2:21][C:22]1[CH:27]=[CH:26][C:25]([C:28]([CH3:32])([CH3:31])[C:29]#[N:30])=[CH:24][CH:23]=1, predict the reactants needed to synthesize it. The reactants are: [Br:1][C:2]1[CH:3]=[C:4]2[C:8](=[CH:9][CH:10]=1)[N:7](S(C1C=CC(C)=CC=1)(=O)=O)C=[C:5]2[CH:21](O)[C:22]1[CH:27]=[CH:26][C:25]([C:28]([CH3:32])([CH3:31])[C:29]#[N:30])=[CH:24][CH:23]=1.Cl.C([O-])(O)=[O:36].[Na+].